Dataset: Peptide-MHC class II binding affinity with 134,281 pairs from IEDB. Task: Regression. Given a peptide amino acid sequence and an MHC pseudo amino acid sequence, predict their binding affinity value. This is MHC class II binding data. The peptide sequence is CIANGVSTKIVTRIS. The MHC is DRB1_0701 with pseudo-sequence DRB1_0701. The binding affinity (normalized) is 0.677.